From a dataset of Forward reaction prediction with 1.9M reactions from USPTO patents (1976-2016). Predict the product of the given reaction. (1) Given the reactants [O:1]1[C:5]2[CH:6]=[CH:7][C:8]([CH2:10][NH2:11])=[CH:9][C:4]=2[O:3][CH2:2]1.C([O:16][C:17]([C:19]1[CH:24]=[CH:23][CH:22]=[CH:21][C:20]=1[C:25]1[CH:30]=[CH:29][C:28]([CH2:31][N:32]2[C:40]3[C:35](=[CH:36][C:37]([C:41](O)=[O:42])=[CH:38][CH:39]=3)[C:34]([CH3:44])=[C:33]2[CH3:45])=[CH:27][CH:26]=1)=[O:18])(C)(C)C, predict the reaction product. The product is: [O:1]1[C:5]2[CH:6]=[CH:7][C:8]([CH2:10][NH:11][C:41]([C:37]3[CH:36]=[C:35]4[C:40](=[CH:39][CH:38]=3)[N:32]([CH2:31][C:28]3[CH:27]=[CH:26][C:25]([C:20]5[C:19]([C:17]([OH:18])=[O:16])=[CH:24][CH:23]=[CH:22][CH:21]=5)=[CH:30][CH:29]=3)[C:33]([CH3:45])=[C:34]4[CH3:44])=[O:42])=[CH:9][C:4]=2[O:3][CH2:2]1. (2) Given the reactants NC1C=C(O)C=CC=1S(NC1C=CC2COB(O)C=2C=1)(=O)=O.C(OC(=O)C)(=O)C.[OH:30][C:31]1[CH:32]=[CH:33][C:34]([S:48](=[O:61])(=[O:60])[NH:49][C:50]2[CH:51]=[CH:52][C:53]3[CH2:57][O:56][B:55]([OH:58])[C:54]=3[CH:59]=2)=[C:35]([NH:37][C:38](=[O:47])[CH2:39]OC2C=CC=CC=2)[CH:36]=1, predict the reaction product. The product is: [OH:30][C:31]1[CH:32]=[CH:33][C:34]([S:48](=[O:60])(=[O:61])[NH:49][C:50]2[CH:51]=[CH:52][C:53]3[CH2:57][O:56][B:55]([OH:58])[C:54]=3[CH:59]=2)=[C:35]([NH:37][C:38](=[O:47])[CH3:39])[CH:36]=1. (3) The product is: [CH2:1]([O:3][C:4]([C:6]1[CH2:7][N:8]([C:13](=[O:21])[C:14]2[CH:15]=[CH:16][C:17]([Cl:20])=[CH:18][CH:19]=2)[CH2:9][CH2:10][C:11]=1[NH:12][C:28]([O:29][C:30]1[CH:35]=[CH:34][CH:33]=[CH:32][CH:31]=1)=[O:36])=[O:5])[CH3:2]. Given the reactants [CH2:1]([O:3][C:4]([C:6]1[CH2:7][N:8]([C:13](=[O:21])[C:14]2[CH:19]=[CH:18][C:17]([Cl:20])=[CH:16][CH:15]=2)[CH2:9][CH2:10][C:11]=1[NH2:12])=[O:5])[CH3:2].N1C=CC=CC=1.[C:28](Cl)(=[O:36])[O:29][C:30]1[CH:35]=[CH:34][CH:33]=[CH:32][CH:31]=1.O, predict the reaction product. (4) Given the reactants C(=O)([O-])O.[Na+].[OH:6][CH2:7][CH2:8][CH2:9][N:10]1[CH2:15][CH2:14][NH:13][C@@H:12]([CH3:16])[C:11]1=[O:17].Cl[C:19]([O:21][CH2:22][C:23]1[CH:28]=[CH:27][CH:26]=[CH:25][CH:24]=1)=[O:20], predict the reaction product. The product is: [CH2:22]([O:21][C:19]([N:13]1[CH2:14][CH2:15][N:10]([CH2:9][CH2:8][CH2:7][OH:6])[C:11](=[O:17])[C@@H:12]1[CH3:16])=[O:20])[C:23]1[CH:28]=[CH:27][CH:26]=[CH:25][CH:24]=1. (5) Given the reactants [CH3:1][N:2]([CH3:16])[C:3]([C:5]1[S:6][C:7]2[N:8]=[CH:9][N:10]=C(SC)[C:12]=2[N:13]=1)=[O:4].ClCCl.ClC1C=C(C(OO)=[O:28])C=CC=1.[CH3:31][S:32]([CH3:34])=[O:33], predict the reaction product. The product is: [CH3:1][N:2]([CH3:16])[C:3]([C:5]1[S:6][C:7]2[N:8]=[CH:9][N:10]=[C:31]([S:32]([CH3:34])(=[O:28])=[O:33])[C:12]=2[N:13]=1)=[O:4]. (6) Given the reactants C[O:2][C:3](=[O:43])[C@@H:4]([NH:28][C:29]1[CH:34]=[CH:33][CH:32]=[CH:31][C:30]=1[C:35](=[O:42])[C:36]1[CH:41]=[CH:40][CH:39]=[CH:38][CH:37]=1)[CH2:5][C:6]1[CH:11]=[CH:10][C:9]([O:12][CH2:13][CH2:14][N:15]2[C:27]3[CH:26]=[CH:25][CH:24]=[CH:23][C:22]=3[C:21]3[C:16]2=[CH:17][CH:18]=[CH:19][CH:20]=3)=[CH:8][CH:7]=1.[OH-].[Na+], predict the reaction product. The product is: [C:35]([C:30]1[CH:31]=[CH:32][CH:33]=[CH:34][C:29]=1[NH:28][C@@H:4]([CH2:5][C:6]1[CH:11]=[CH:10][C:9]([O:12][CH2:13][CH2:14][N:15]2[C:16]3[CH:17]=[CH:18][CH:19]=[CH:20][C:21]=3[C:22]3[C:27]2=[CH:26][CH:25]=[CH:24][CH:23]=3)=[CH:8][CH:7]=1)[C:3]([OH:43])=[O:2])(=[O:42])[C:36]1[CH:37]=[CH:38][CH:39]=[CH:40][CH:41]=1. (7) Given the reactants [CH3:1][C:2]1[S:3][CH:4]=[CH:5][N:6]=1.C([Li])CCC.[CH2:12]([Sn:16]([CH2:22][CH2:23][CH2:24][CH3:25])([CH2:18][CH2:19][CH2:20][CH3:21])Cl)[CH2:13][CH2:14][CH3:15].C([O-])(O)=O.[Na+], predict the reaction product. The product is: [CH3:1][C:2]1[S:3][C:4]([Sn:16]([CH2:18][CH2:19][CH2:20][CH3:21])([CH2:22][CH2:23][CH2:24][CH3:25])[CH2:12][CH2:13][CH2:14][CH3:15])=[CH:5][N:6]=1.